The task is: Regression. Given two drug SMILES strings and cell line genomic features, predict the synergy score measuring deviation from expected non-interaction effect.. This data is from Merck oncology drug combination screen with 23,052 pairs across 39 cell lines. (1) Drug 1: N.N.O=C(O)C1(C(=O)O)CCC1.[Pt]. Drug 2: Cn1nnc2c(C(N)=O)ncn2c1=O. Cell line: LNCAP. Synergy scores: synergy=-42.8. (2) Drug 1: O=C(O)C1(Cc2cccc(Nc3nccs3)n2)CCC(Oc2cccc(Cl)c2F)CC1. Drug 2: COC1=C2CC(C)CC(OC)C(O)C(C)C=C(C)C(OC(N)=O)C(OC)C=CC=C(C)C(=O)NC(=CC1=O)C2=O. Cell line: HCT116. Synergy scores: synergy=4.82. (3) Drug 1: O=C(CCCCCCC(=O)Nc1ccccc1)NO. Drug 2: CCN(CC)CCNC(=O)c1c(C)[nH]c(C=C2C(=O)Nc3ccc(F)cc32)c1C. Cell line: UACC62. Synergy scores: synergy=-1.99. (4) Drug 1: N.N.O=C(O)C1(C(=O)O)CCC1.[Pt]. Drug 2: NC(=O)c1cccc2cn(-c3ccc(C4CCCNC4)cc3)nc12. Cell line: OV90. Synergy scores: synergy=-9.01. (5) Drug 1: CCC1(O)C(=O)OCc2c1cc1n(c2=O)Cc2cc3c(CN(C)C)c(O)ccc3nc2-1. Drug 2: CCc1cnn2c(NCc3ccc[n+]([O-])c3)cc(N3CCCCC3CCO)nc12. Cell line: MSTO. Synergy scores: synergy=1.15. (6) Drug 1: CN(Cc1cnc2nc(N)nc(N)c2n1)c1ccc(C(=O)NC(CCC(=O)O)C(=O)O)cc1. Drug 2: CNC(=O)c1cc(Oc2ccc(NC(=O)Nc3ccc(Cl)c(C(F)(F)F)c3)cc2)ccn1. Cell line: RPMI7951. Synergy scores: synergy=-9.91. (7) Cell line: DLD1. Synergy scores: synergy=13.7. Drug 1: O=S1(=O)NC2(CN1CC(F)(F)F)C1CCC2Cc2cc(C=CCN3CCC(C(F)(F)F)CC3)ccc2C1. Drug 2: CS(=O)(=O)CCNCc1ccc(-c2ccc3ncnc(Nc4ccc(OCc5cccc(F)c5)c(Cl)c4)c3c2)o1. (8) Drug 1: O=S1(=O)NC2(CN1CC(F)(F)F)C1CCC2Cc2cc(C=CCN3CCC(C(F)(F)F)CC3)ccc2C1. Drug 2: CCC1(O)C(=O)OCc2c1cc1n(c2=O)Cc2cc3c(CN(C)C)c(O)ccc3nc2-1. Cell line: KPL1. Synergy scores: synergy=23.4.